This data is from Cav3 T-type calcium channel HTS with 100,875 compounds. The task is: Binary Classification. Given a drug SMILES string, predict its activity (active/inactive) in a high-throughput screening assay against a specified biological target. (1) The compound is O(CCCCCC)C(=O)c1c(N)cccc1. The result is 0 (inactive). (2) The drug is o1nc2CCCCc2c1C(=O)Nc1c(cccc1)C. The result is 0 (inactive). (3) The compound is Fc1c(NC(=O)CCc2ccccc2)c(F)ccc1. The result is 0 (inactive).